Dataset: NCI-60 drug combinations with 297,098 pairs across 59 cell lines. Task: Regression. Given two drug SMILES strings and cell line genomic features, predict the synergy score measuring deviation from expected non-interaction effect. (1) Drug 1: COC1=C(C=C2C(=C1)N=CN=C2NC3=CC(=C(C=C3)F)Cl)OCCCN4CCOCC4. Drug 2: CC(CN1CC(=O)NC(=O)C1)N2CC(=O)NC(=O)C2. Cell line: ACHN. Synergy scores: CSS=64.3, Synergy_ZIP=2.80, Synergy_Bliss=2.56, Synergy_Loewe=8.80, Synergy_HSA=11.0. (2) Synergy scores: CSS=11.6, Synergy_ZIP=-1.80, Synergy_Bliss=1.39, Synergy_Loewe=-8.58, Synergy_HSA=-5.04. Drug 1: CS(=O)(=O)C1=CC(=C(C=C1)C(=O)NC2=CC(=C(C=C2)Cl)C3=CC=CC=N3)Cl. Drug 2: C1=NC2=C(N1)C(=S)N=C(N2)N. Cell line: SK-MEL-28. (3) Drug 1: C1CCC(C1)C(CC#N)N2C=C(C=N2)C3=C4C=CNC4=NC=N3. Drug 2: CCCCCOC(=O)NC1=NC(=O)N(C=C1F)C2C(C(C(O2)C)O)O. Cell line: KM12. Synergy scores: CSS=19.2, Synergy_ZIP=-0.939, Synergy_Bliss=-3.87, Synergy_Loewe=-29.2, Synergy_HSA=-3.69. (4) Drug 1: CC(C1=C(C=CC(=C1Cl)F)Cl)OC2=C(N=CC(=C2)C3=CN(N=C3)C4CCNCC4)N. Drug 2: C1CC(=O)NC(=O)C1N2CC3=C(C2=O)C=CC=C3N. Cell line: MALME-3M. Synergy scores: CSS=3.12, Synergy_ZIP=0.869, Synergy_Bliss=3.27, Synergy_Loewe=-2.04, Synergy_HSA=2.18. (5) Drug 1: CC12CCC3C(C1CCC2O)C(CC4=C3C=CC(=C4)O)CCCCCCCCCS(=O)CCCC(C(F)(F)F)(F)F. Drug 2: CCCCCOC(=O)NC1=NC(=O)N(C=C1F)C2C(C(C(O2)C)O)O. Cell line: SNB-75. Synergy scores: CSS=-4.77, Synergy_ZIP=3.19, Synergy_Bliss=2.84, Synergy_Loewe=-7.09, Synergy_HSA=-6.96. (6) Drug 1: CC1C(C(=O)NC(C(=O)N2CCCC2C(=O)N(CC(=O)N(C(C(=O)O1)C(C)C)C)C)C(C)C)NC(=O)C3=C4C(=C(C=C3)C)OC5=C(C(=O)C(=C(C5=N4)C(=O)NC6C(OC(=O)C(N(C(=O)CN(C(=O)C7CCCN7C(=O)C(NC6=O)C(C)C)C)C)C(C)C)C)N)C. Drug 2: C1CN(P(=O)(OC1)NCCCl)CCCl. Cell line: A498. Synergy scores: CSS=5.99, Synergy_ZIP=-8.87, Synergy_Bliss=-8.65, Synergy_Loewe=-21.1, Synergy_HSA=-7.87.